From a dataset of Full USPTO retrosynthesis dataset with 1.9M reactions from patents (1976-2016). Predict the reactants needed to synthesize the given product. (1) Given the product [C:1]([C:4]1[CH:5]=[C:6]([C:23]2[C:24]([CH3:29])=[N:25][O:26][C:27]=2[CH3:28])[C:7]([F:22])=[C:8]2[C:16]=1[NH:15][C:14]1[CH:13]=[C:12]([C:17]([OH:19])=[O:18])[CH:11]=[CH:10][C:9]2=1)(=[O:3])[NH2:2], predict the reactants needed to synthesize it. The reactants are: [C:1]([C:4]1[CH:5]=[C:6]([C:23]2[C:24]([CH3:29])=[N:25][O:26][C:27]=2[CH3:28])[C:7]([F:22])=[C:8]2[C:16]=1[NH:15][C:14]1[CH:13]=[C:12]([C:17]([O:19]CC)=[O:18])[CH:11]=[CH:10][C:9]2=1)(=[O:3])[NH2:2].[OH-].[Na+]. (2) The reactants are: [CH2:1]([O:3][C:4](=[O:17])[C:5]1[CH:10]=[C:9]([C:11]([CH3:14])([CH3:13])[CH3:12])[N:8]=[C:7]([Br:15])[C:6]=1[OH:16])[CH3:2].[CH:18](N(CC)C(C)C)(C)C.C[Si](C=[N+]=[N-])(C)C. Given the product [CH2:1]([O:3][C:4](=[O:17])[C:5]1[CH:10]=[C:9]([C:11]([CH3:12])([CH3:13])[CH3:14])[N:8]=[C:7]([Br:15])[C:6]=1[O:16][CH3:18])[CH3:2], predict the reactants needed to synthesize it. (3) Given the product [CH:32]1([CH2:38][NH:39][C:16]([C:15]2[CH:31]=[C:11]([F:10])[CH:12]=[CH:13][C:14]=2[NH:19][C:18]([C:20]2[C:29]3[C:24](=[CH:25][CH:26]=[CH:27][CH:28]=3)[CH:23]=[CH:22][CH:21]=2)=[O:17])=[O:30])[CH2:37][CH2:36][CH2:35][CH2:34][CH2:33]1, predict the reactants needed to synthesize it. The reactants are: C(N(C(C)C)CC)(C)C.[F:10][C:11]1[CH:12]=[CH:13][C:14]2[N:19]=[C:18]([C:20]3[C:29]4[C:24](=[CH:25][CH:26]=[CH:27][CH:28]=4)[CH:23]=[CH:22][CH:21]=3)[O:17][C:16](=[O:30])[C:15]=2[CH:31]=1.[CH:32]1([CH2:38][NH2:39])[CH2:37][CH2:36][CH2:35][CH2:34][CH2:33]1. (4) Given the product [F:26][C:23]1[CH:24]=[CH:25][C:20]([CH2:19][NH:18][C:16]([C:14]2[N:15]=[C:10]([CH:5]3[CH2:4][NH:3][CH2:8][CH2:7][N:6]3[CH3:9])[N:11]([CH3:29])[C:12](=[O:28])[C:13]=2[OH:27])=[O:17])=[CH:21][CH:22]=1, predict the reactants needed to synthesize it. The reactants are: C([N:3]1[CH2:8][CH2:7][N:6]([CH3:9])[CH:5]([C:10]2[N:11]([CH3:29])[C:12](=[O:28])[C:13]([OH:27])=[C:14]([C:16]([NH:18][CH2:19][C:20]3[CH:25]=[CH:24][C:23]([F:26])=[CH:22][CH:21]=3)=[O:17])[N:15]=2)[CH2:4]1)C. (5) Given the product [CH2:1]([O:8][C:9]1[CH:14]=[N:13][C:12]([NH:15][C:16](=[O:22])[CH2:17][CH2:18][CH2:19][CH2:20][CH3:21])=[N:11][CH:10]=1)[C:2]1[CH:7]=[CH:6][CH:5]=[CH:4][CH:3]=1, predict the reactants needed to synthesize it. The reactants are: [CH2:1]([O:8][C:9]1[CH:10]=[N:11][C:12]([NH2:15])=[N:13][CH:14]=1)[C:2]1[CH:7]=[CH:6][CH:5]=[CH:4][CH:3]=1.[C:16](Cl)(=[O:22])[CH2:17][CH2:18][CH2:19][CH2:20][CH3:21].Cl. (6) Given the product [Na+:50].[F:48][C:2]([F:1])([F:47])[C:3]1[CH:4]=[C:5]([CH:40]=[C:41]([C:43]([F:44])([F:45])[F:46])[CH:42]=1)[CH2:6][N:7]([CH2:21][C:22]1[CH:27]=[C:26]([C:28]([F:31])([F:30])[F:29])[CH:25]=[CH:24][C:23]=1[N:32]([CH2:36][CH:37]1[CH2:39][CH2:38]1)[CH2:33][CH2:34][CH3:35])[C:8]1[N:9]=[CH:10][C:11]([O:14][CH2:15][CH2:16][CH2:17][C:18]([O-:20])=[O:19])=[CH:12][N:13]=1, predict the reactants needed to synthesize it. The reactants are: [F:1][C:2]([F:48])([F:47])[C:3]1[CH:4]=[C:5]([CH:40]=[C:41]([C:43]([F:46])([F:45])[F:44])[CH:42]=1)[CH2:6][N:7]([CH2:21][C:22]1[CH:27]=[C:26]([C:28]([F:31])([F:30])[F:29])[CH:25]=[CH:24][C:23]=1[N:32]([CH2:36][CH:37]1[CH2:39][CH2:38]1)[CH2:33][CH2:34][CH3:35])[C:8]1[N:13]=[CH:12][C:11]([O:14][CH2:15][CH2:16][CH2:17][C:18]([OH:20])=[O:19])=[CH:10][N:9]=1.[OH-].[Na+:50].